From a dataset of Reaction yield outcomes from USPTO patents with 853,638 reactions. Predict the reaction yield, written as a fraction of the theoretical maximum amount of product (1.0 means a 100% yield; for example, 0.34 means a 34% yield). (1) The reactants are C(OP([CH2:9][C:10]#[N:11])(=O)OCC)C.C[Si]([N-][Si](C)(C)C)(C)C.[Li+].[O:22]1[C:26]2[CH:27]=[CH:28][C:29]([C:31]([C:33]3[CH:38]=[CH:37][CH:36]=[C:35]([O:39][CH3:40])[CH:34]=3)=O)=[CH:30][C:25]=2[O:24][CH2:23]1.O. The catalyst is C1COCC1. The product is [O:22]1[C:26]2[CH:27]=[CH:28][C:29]([C:31]([C:33]3[CH:38]=[CH:37][CH:36]=[C:35]([O:39][CH3:40])[CH:34]=3)=[CH:9][C:10]#[N:11])=[CH:30][C:25]=2[O:24][CH2:23]1. The yield is 0.460. (2) The reactants are [NH2:1][C:2]1[C:11]2[C:6](=[C:7](I)[CH:8]=[CH:9][CH:10]=2)[N:5]=[N:4][C:3]=1[C:13]([NH:15][CH2:16][CH2:17][CH3:18])=[O:14].C([Sn](CCCC)(CCCC)[C:24]1[CH:29]=[CH:28][CH:27]=[CH:26][N:25]=1)CCC. No catalyst specified. The product is [NH2:1][C:2]1[C:11]2[C:6](=[C:7]([C:24]3[CH:29]=[CH:28][CH:27]=[CH:26][N:25]=3)[CH:8]=[CH:9][CH:10]=2)[N:5]=[N:4][C:3]=1[C:13]([NH:15][CH2:16][CH2:17][CH3:18])=[O:14]. The yield is 0.390. (3) The reactants are [NH2:1][C@@H:2]([CH2:33][C:34]1[CH:39]=[CH:38][CH:37]=[CH:36][CH:35]=1)[C@@H:3]([OH:32])[CH2:4][C@@H:5]([NH:19][C:20]([C@@H:22]([NH:27][C:28](=[O:31])[O:29][CH3:30])[C:23]([CH3:26])([CH3:25])[CH3:24])=[O:21])[CH2:6][C:7]1[CH:12]=[CH:11][C:10]([C:13]2[CH:18]=[CH:17][CH:16]=[CH:15][N:14]=2)=[CH:9][CH:8]=1.[NH2:40][C:41]([NH:43][CH2:44][C@@H:45]([C:51](O)=[O:52])[NH:46][C:47]([O:49][CH3:50])=[O:48])=[O:42].CCOP(ON1N=NC2C=CC=CC=2C1=O)(OCC)=O.C(N(CC)CC)C. The catalyst is O1CCCC1. The product is [CH3:50][O:49][C:47](=[O:48])[NH:46][C@@H:45]([CH2:44][NH:43][C:41]([NH2:40])=[O:42])[C:51](=[O:52])[NH:1][C@@H:2]([CH2:33][C:34]1[CH:35]=[CH:36][CH:37]=[CH:38][CH:39]=1)[C@@H:3]([OH:32])[CH2:4][C@H:5]([CH2:6][C:7]1[CH:12]=[CH:11][C:10]([C:13]2[CH:18]=[CH:17][CH:16]=[CH:15][N:14]=2)=[CH:9][CH:8]=1)[NH:19][C:20](=[O:21])[C@H:22]([C:23]([CH3:26])([CH3:25])[CH3:24])[NH:27][C:28](=[O:31])[O:29][CH3:30]. The yield is 0.550. (4) The reactants are [C:1]([CH:3]=[C:4]([C:15]1[CH:16]=[CH:17][C:18]([O:25][CH3:26])=[C:19]([NH:21][C:22](=[O:24])[CH3:23])[CH:20]=1)[C:5]1[CH:10]=[CH:9][C:8]([O:11][CH3:12])=[C:7]([O:13][CH3:14])[CH:6]=1)#[N:2].N[C:28]1C=C(C(C2C=CC(OC)=C(OCC)C=2)=CC#N)C=CC=1OC.C(Cl)(=O)C. The catalyst is CCCCCC. The product is [C:1]([CH:3]=[C:4]([C:15]1[CH:16]=[CH:17][C:18]([O:25][CH3:26])=[C:19]([NH:21][C:22](=[O:24])[CH3:23])[CH:20]=1)[C:5]1[CH:10]=[CH:9][C:8]([O:11][CH3:12])=[C:7]([O:13][CH2:14][CH3:28])[CH:6]=1)#[N:2]. The yield is 0.410. (5) The reactants are [CH2:1]([C:3]1[CH:4]=[CH:5][CH:6]=[C:7]2[C:11]=1[NH:10][CH:9]=[CH:8]2)[CH3:2].[C:12](O[C:12]([O:14][C:15]([CH3:18])([CH3:17])[CH3:16])=[O:13])([O:14][C:15]([CH3:18])([CH3:17])[CH3:16])=[O:13]. The catalyst is C(#N)C.CN(C)C1C=CN=CC=1. The product is [C:15]([O:14][C:12]([N:10]1[C:11]2[C:7](=[CH:6][CH:5]=[CH:4][C:3]=2[CH2:1][CH3:2])[CH:8]=[CH:9]1)=[O:13])([CH3:18])([CH3:17])[CH3:16]. The yield is 1.00. (6) The reactants are [Cl:1][C:2]1[CH:7]=[C:6]([OH:8])[CH:5]=[CH:4][C:3]=1[CH:9]([CH3:27])[C:10]([C:16]1[CH:17]=[CH:18][C:19]2[O:23][C:22](=[O:24])[N:21]([CH3:25])[C:20]=2[CH:26]=1)([OH:15])[C:11]([F:14])([F:13])[F:12].[CH3:28][O:29][C:30](=[O:38])[C:31]1[CH:36]=[CH:35][C:34](Cl)=[N:33][CH:32]=1.C(N(CC)CC)C.N12CCN(CC1)CC2. The catalyst is CN(C=O)C.O. The product is [CH3:28][O:29][C:30](=[O:38])[C:31]1[CH:36]=[CH:35][C:34]([O:8][C:6]2[CH:5]=[CH:4][C:3]([CH:9]([CH3:27])[C:10]([OH:15])([C:16]3[CH:17]=[CH:18][C:19]4[O:23][C:22](=[O:24])[N:21]([CH3:25])[C:20]=4[CH:26]=3)[C:11]([F:12])([F:13])[F:14])=[C:2]([Cl:1])[CH:7]=2)=[N:33][CH:32]=1. The yield is 0.160. (7) The reactants are [OH:1][C:2]1[CH:7]=[CH:6][CH:5]=[CH:4][C:3]=1[C:8]([F:11])([F:10])[F:9].[C:12](=[O:15])([O-])[O-].[K+].[K+].Cl[C:19]1[N:24]=[C:23](Cl)[N:22]=[C:21]([NH:26][C:27]2[CH:32]=[CH:31][C:30]([N:33]3[CH:37]=[C:36]([CH3:38])[N:35]=[CH:34]3)=[C:29]([O:39][CH3:40])[CH:28]=2)[N:20]=1. The catalyst is C(#N)C.O. The product is [F:11][C:8]([F:9])([F:10])[C:3]1[CH:4]=[CH:5][CH:6]=[CH:7][C:2]=1[O:1][C:19]1[N:24]=[C:23]([O:15][C:12]2[CH:5]=[CH:6][CH:7]=[CH:2][C:3]=2[C:8]([F:11])([F:10])[F:9])[N:22]=[C:21]([NH:26][C:27]2[CH:32]=[CH:31][C:30]([N:33]3[CH:37]=[C:36]([CH3:38])[N:35]=[CH:34]3)=[C:29]([O:39][CH3:40])[CH:28]=2)[N:20]=1. The yield is 0.100. (8) The reactants are [Br:1][C:2]1[CH:3]=[C:4]2[C:9](=[CH:10][CH:11]=1)[N:8]=[CH:7][C:6]([C:12]([CH:14]1[CH2:16][CH2:15]1)=[O:13])=[C:5]2Cl.[CH3:18][N:19]([CH2:21][C@H:22]1[CH2:27][CH2:26][C@H:25]([NH2:28])[CH2:24][CH2:23]1)[CH3:20]. No catalyst specified. The product is [Br:1][C:2]1[CH:3]=[C:4]2[C:9](=[CH:10][CH:11]=1)[N:8]=[CH:7][C:6]([C:12]([CH:14]1[CH2:16][CH2:15]1)=[O:13])=[C:5]2[NH:28][C@H:25]1[CH2:26][CH2:27][C@H:22]([CH2:21][N:19]([CH3:20])[CH3:18])[CH2:23][CH2:24]1. The yield is 0.430. (9) The reactants are O[CH:2]([C:4]1[C:12]2[O:11][CH2:10][CH:9]([C:13]3[CH:18]=[CH:17][C:16]([CH:19]([CH3:21])[CH3:20])=[CH:15][CH:14]=3)[C:8]=2[C:7]([CH3:22])=[C:6]([NH:23][C:24](=[O:30])[CH2:25][C:26]([CH3:29])([CH3:28])[CH3:27])[C:5]=1[CH3:31])[CH3:3].FC(F)(F)C(O)=O.C([SiH](CC)CC)C. No catalyst specified. The product is [CH2:2]([C:4]1[C:12]2[O:11][CH2:10][CH:9]([C:13]3[CH:18]=[CH:17][C:16]([CH:19]([CH3:20])[CH3:21])=[CH:15][CH:14]=3)[C:8]=2[C:7]([CH3:22])=[C:6]([NH:23][C:24](=[O:30])[CH2:25][C:26]([CH3:27])([CH3:29])[CH3:28])[C:5]=1[CH3:31])[CH3:3]. The yield is 0.520. (10) The reactants are [Cl:1][C:2]1[N:7]=[C:6](Cl)[CH:5]=[C:4]([CH2:9][Cl:10])[N:3]=1.Cl.[CH:12]12[NH:19][CH:16]([CH2:17][CH2:18]1)[CH2:15][O:14][CH2:13]2.C(N(CC)CC)C. The catalyst is ClCCl. The product is [Cl:1][C:2]1[N:7]=[C:6]([N:19]2[CH:12]3[CH2:18][CH2:17][CH:16]2[CH2:15][O:14][CH2:13]3)[CH:5]=[C:4]([CH2:9][Cl:10])[N:3]=1. The yield is 0.690.